From a dataset of Forward reaction prediction with 1.9M reactions from USPTO patents (1976-2016). Predict the product of the given reaction. (1) Given the reactants [C:1]([Si:5]([C:42]1[CH:47]=[CH:46][CH:45]=[CH:44][CH:43]=1)([C:36]1[CH:41]=[CH:40][CH:39]=[CH:38][CH:37]=1)[O:6][CH:7]1[CH2:12][CH2:11][CH:10]([CH:13]2[CH2:17][CH2:16][N:15]([CH2:18][C:19]3[C:24]([Cl:25])=[CH:23][C:22](OS(C(F)(F)F)(=O)=O)=[CH:21][C:20]=3[Cl:34])[C:14]2=[O:35])[CH2:9][CH2:8]1)([CH3:4])([CH3:3])[CH3:2].[CH3:48][O:49][C:50]([C:52]1[CH:57]=[CH:56][C:55](B(O)O)=[CH:54][CH:53]=1)=[O:51].C(=O)([O-])[O-].[Na+].[Na+], predict the reaction product. The product is: [CH3:48][O:49][C:50]([C:52]1[CH:57]=[CH:56][C:55]([C:22]2[CH:21]=[C:20]([Cl:34])[C:19]([CH2:18][N:15]3[CH2:16][CH2:17][CH:13]([CH:10]4[CH2:9][CH2:8][CH:7]([O:6][Si:5]([C:1]([CH3:3])([CH3:4])[CH3:2])([C:36]5[CH:37]=[CH:38][CH:39]=[CH:40][CH:41]=5)[C:42]5[CH:47]=[CH:46][CH:45]=[CH:44][CH:43]=5)[CH2:12][CH2:11]4)[C:14]3=[O:35])=[C:24]([Cl:25])[CH:23]=2)=[CH:54][CH:53]=1)=[O:51]. (2) Given the reactants C(NC(C)C)(C)C.CCCCCC.C([Li])CCC.[CH:19]([C:21]1[CH:26]=[CH:25][N:24]=[C:23]([O:27][CH2:28][CH:29]2[CH2:34][CH2:33][N:32]([C:35]([O:37][C:38]([CH3:41])([CH3:40])[CH3:39])=[O:36])[CH2:31][CH2:30]2)[CH:22]=1)=[O:20].[Cl-].[NH4+].[C:44]([O:47][CH2:48][CH3:49])(=[O:46])[CH3:45], predict the reaction product. The product is: [CH2:48]([O:47][C:44](=[O:46])[CH2:45][CH:19]([C:21]1[CH:26]=[CH:25][N:24]=[C:23]([O:27][CH2:28][CH:29]2[CH2:34][CH2:33][N:32]([C:35]([O:37][C:38]([CH3:41])([CH3:40])[CH3:39])=[O:36])[CH2:31][CH2:30]2)[CH:22]=1)[OH:20])[CH3:49]. (3) The product is: [C:1]([C:4]1[CH:5]=[CH:6][C:7]2[S:11][C:10](=[N:12][C:13](=[O:21])[C:14]3[CH:19]=[CH:18][CH:17]=[C:16]([Cl:20])[CH:15]=3)[N:9]([CH:24]([CH2:29][CH3:30])[C:25]([OH:27])=[O:26])[C:8]=2[CH:22]=1)(=[O:3])[CH3:2]. Given the reactants [C:1]([C:4]1[CH:5]=[CH:6][C:7]2[S:11][C:10]([NH:12][C:13](=[O:21])[C:14]3[CH:19]=[CH:18][CH:17]=[C:16]([Cl:20])[CH:15]=3)=[N:9][C:8]=2[CH:22]=1)(=[O:3])[CH3:2].Br[CH:24]([CH2:29][CH3:30])[C:25]([O:27]C)=[O:26].ClC1C=C(C=CC=1)C(NC1SC2C(F)=C(F)C(F)=CC=2N=1)=O.BrCC(OCC)=O, predict the reaction product. (4) Given the reactants [CH2:1]([C:3]1[O:7][C:6]([NH2:8])=[N:5][CH:4]=1)[CH3:2].[C:9]1([CH:15]([C:19]2[CH:24]=[CH:23][CH:22]=[CH:21][CH:20]=2)[C:16](Cl)=[O:17])[CH:14]=[CH:13][CH:12]=[CH:11][CH:10]=1, predict the reaction product. The product is: [CH2:1]([C:3]1[O:7][C:6]([NH:8][C:16](=[O:17])[CH:15]([C:9]2[CH:14]=[CH:13][CH:12]=[CH:11][CH:10]=2)[C:19]2[CH:24]=[CH:23][CH:22]=[CH:21][CH:20]=2)=[N:5][CH:4]=1)[CH3:2]. (5) Given the reactants C(N(C(C)C)CC)(C)C.[C:10]([N:14]1[CH2:19][CH2:18][N:17]([C:20]([O:22][C:23]([CH3:26])([CH3:25])[CH3:24])=[O:21])[C@@H:16]([C:27](O)=[O:28])[CH2:15]1)([CH3:13])([CH3:12])[CH3:11].[CH2:30]([N:37]1[CH2:42][CH2:41][NH:40][CH2:39][CH2:38]1)[C:31]1[CH:36]=[CH:35][CH:34]=[CH:33][CH:32]=1.CN(C(ON1N=NC2C=CC=NC1=2)=[N+](C)C)C.F[P-](F)(F)(F)(F)F, predict the reaction product. The product is: [CH2:30]([N:37]1[CH2:42][CH2:41][N:40]([C:27]([C@H:16]2[CH2:15][N:14]([C:10]([CH3:13])([CH3:11])[CH3:12])[CH2:19][CH2:18][N:17]2[C:20]([O:22][C:23]([CH3:26])([CH3:24])[CH3:25])=[O:21])=[O:28])[CH2:39][CH2:38]1)[C:31]1[CH:32]=[CH:33][CH:34]=[CH:35][CH:36]=1. (6) Given the reactants [N+:1]([C:4]1[CH:9]=[CH:8][C:7]([N:10]2[CH2:25][CH2:24][C:12]3([N:16]([C:17]([O:19][C:20]([CH3:23])([CH3:22])[CH3:21])=[O:18])[CH2:15][CH2:14][CH2:13]3)[CH2:11]2)=[CH:6][C:5]=1[O:26][CH:27]([CH3:29])[CH3:28])([O-])=O.O.NN, predict the reaction product. The product is: [NH2:1][C:4]1[CH:9]=[CH:8][C:7]([N:10]2[CH2:25][CH2:24][C:12]3([N:16]([C:17]([O:19][C:20]([CH3:21])([CH3:22])[CH3:23])=[O:18])[CH2:15][CH2:14][CH2:13]3)[CH2:11]2)=[CH:6][C:5]=1[O:26][CH:27]([CH3:29])[CH3:28].